The task is: Predict the product of the given reaction.. This data is from Forward reaction prediction with 1.9M reactions from USPTO patents (1976-2016). (1) Given the reactants [NH2:1][C:2]1[CH:3]=[CH:4][C:5]2[N:10]([CH3:11])[C:9](=[O:12])[O:8][C:7]([CH2:15][CH3:16])([CH2:13][CH3:14])[C:6]=2[CH:17]=1.[Cl:18][C:19]1[CH:24]=[CH:23][CH:22]=[C:21](I)[C:20]=1[Cl:26], predict the reaction product. The product is: [Cl:18][C:19]1[C:20]([Cl:26])=[CH:21][CH:22]=[CH:23][C:24]=1[NH:1][C:2]1[CH:3]=[CH:4][C:5]2[N:10]([CH3:11])[C:9](=[O:12])[O:8][C:7]([CH2:15][CH3:16])([CH2:13][CH3:14])[C:6]=2[CH:17]=1. (2) Given the reactants COC1C=CC(C[N:8]2[CH:17]=[C:16]3[C:10]([C:11](=[O:40])[C:12]([CH3:39])([CH3:38])[CH2:13][C:14]4[S:20][C:19]([N:21](CC5C=CC(OC)=CC=5)[C:22]5[N:27]=[C:26]([CH3:28])[CH:25]=[CH:24][N:23]=5)=[N:18][C:15]=43)=[N:9]2)=CC=1, predict the reaction product. The product is: [CH3:38][C:12]1([CH3:39])[C:11](=[O:40])[C:10]2[NH:9][N:8]=[CH:17][C:16]=2[C:15]2[N:18]=[C:19]([NH:21][C:22]3[N:27]=[C:26]([CH3:28])[CH:25]=[CH:24][N:23]=3)[S:20][C:14]=2[CH2:13]1.